Predict the reactants needed to synthesize the given product. From a dataset of Full USPTO retrosynthesis dataset with 1.9M reactions from patents (1976-2016). (1) Given the product [C:1]([C:5]1[CH:6]=[C:7]([NH:18][C:19](=[O:49])[NH:20][CH2:21][C:22]2[CH:48]=[CH:47][CH:46]=[CH:45][C:23]=2[CH2:24][O:25][C:26]2[CH:31]=[C:30]([CH3:32])[N:29]([C:33]3[CH:34]=[C:35]([CH:39]=[CH:40][C:41]=3[CH3:42])[C:36]([NH:50][C@@H:51]([C:53](=[O:54])[NH2:55])[CH3:52])=[O:37])[C:28](=[O:43])[C:27]=2[Cl:44])[N:8]([C:10]2[CH:15]=[CH:14][C:13]([OH:16])=[C:12]([Cl:17])[CH:11]=2)[N:9]=1)([CH3:2])([CH3:3])[CH3:4], predict the reactants needed to synthesize it. The reactants are: [C:1]([C:5]1[CH:6]=[C:7]([NH:18][C:19](=[O:49])[NH:20][CH2:21][C:22]2[CH:48]=[CH:47][CH:46]=[CH:45][C:23]=2[CH2:24][O:25][C:26]2[CH:31]=[C:30]([CH3:32])[N:29]([C:33]3[CH:34]=[C:35]([CH:39]=[CH:40][C:41]=3[CH3:42])[C:36](O)=[O:37])[C:28](=[O:43])[C:27]=2[Cl:44])[N:8]([C:10]2[CH:15]=[CH:14][C:13]([OH:16])=[C:12]([Cl:17])[CH:11]=2)[N:9]=1)([CH3:4])([CH3:3])[CH3:2].[NH2:50][C@H:51]([C:53]([NH2:55])=[O:54])[CH3:52].Cl.N[C@H](C(N)=O)C.[H-].[Na+].C1N=CN(C(N2C=NC=C2)=O)C=1. (2) Given the product [Cl:33][C:29]1[CH:28]=[C:27]([CH:32]=[CH:31][CH:30]=1)[CH2:26][N:19]([CH2:20][CH2:21][C:22]([F:25])([F:24])[F:23])[C:5]1[CH:4]=[CH:3][C:2]([C:42]2[C:37]([C:34]([OH:36])=[O:35])=[CH:38][CH:39]=[C:40]([F:43])[CH:41]=2)=[CH:7][C:6]=1[NH:8][C:9]([NH:11][C:12]1[CH:17]=[CH:16][C:15]([CH3:18])=[CH:14][CH:13]=1)=[O:10], predict the reactants needed to synthesize it. The reactants are: Br[C:2]1[CH:3]=[CH:4][C:5]([N:19]([CH2:26][C:27]2[CH:32]=[CH:31][CH:30]=[C:29]([Cl:33])[CH:28]=2)[CH2:20][CH2:21][C:22]([F:25])([F:24])[F:23])=[C:6]([NH:8][C:9]([NH:11][C:12]2[CH:17]=[CH:16][C:15]([CH3:18])=[CH:14][CH:13]=2)=[O:10])[CH:7]=1.[C:34]([C:37]1[CH:42]=[CH:41][C:40]([F:43])=[CH:39][C:38]=1B(O)O)([OH:36])=[O:35].C(N(CCC(F)(F)F)C1C=CC(Br)=CC=1NC(NC1C=CC(C)=CC=1)=O)C1C=CC=CC=1. (3) Given the product [CH3:11][O:7][C:6]1[N:1]=[C:2]2[CH2:10][CH2:9][CH2:8][C:3]2=[CH:4][CH:5]=1, predict the reactants needed to synthesize it. The reactants are: [NH:1]1[C:6](=[O:7])[CH:5]=[CH:4][C:3]2[CH2:8][CH2:9][CH2:10][C:2]1=2.[CH3:11]I. (4) Given the product [CH3:1][O:2][C:3]([C:5]1[CH2:6][N:7]([C:32]([O:34][C:35]([CH3:38])([CH3:37])[CH3:36])=[O:33])[CH2:8][C:9]([CH3:11])([CH3:10])[C:12]=1[C:13]1[CH:18]=[CH:17][C:16]([CH2:19][CH2:20][CH2:21][O:22][C:23]2[C:28]([F:29])=[CH:27][CH:26]=[C:25]([F:30])[C:24]=2[Cl:31])=[CH:15][CH:14]=1)=[O:4], predict the reactants needed to synthesize it. The reactants are: [CH3:1][O:2][C:3]([C:5]1[CH2:6][N:7]([C:32]([O:34][C:35]([CH3:38])([CH3:37])[CH3:36])=[O:33])[CH2:8][C:9]2([C:12]=1[C:13]1[CH:18]=[CH:17][C:16]([CH2:19][CH2:20][CH2:21][O:22][C:23]3[C:28]([F:29])=[CH:27][CH:26]=[C:25]([F:30])[C:24]=3[Cl:31])=[CH:15][CH:14]=1)[CH2:11][CH2:10]2)=[O:4].COC(C1CN(C(OC(C)(C)C)=O)CC(C)(C)C=1C1C=CC(CCCO)=CC=1)=O. (5) The reactants are: [F:1][C:2]1[CH:3]=[C:4](Br)[CH:5]=[C:6]([F:8])[CH:7]=1.C(=O)([O-])[O-].[K+].[K+].[F:16][C:17]1[CH:22]=[C:21]([C@H:23]2[CH2:28][CH2:27][C@H:26]([CH2:29][CH2:30][CH3:31])[CH2:25][CH2:24]2)[CH:20]=[CH:19][C:18]=1OB(O)O.C1(C)C=CC=CC=1. Given the product [F:16][C:17]1[CH:22]=[C:21]([C@H:23]2[CH2:28][CH2:27][C@H:26]([CH2:29][CH2:30][CH3:31])[CH2:25][CH2:24]2)[CH:20]=[CH:19][C:18]=1[C:7]1[C:2]([F:1])=[CH:3][CH:4]=[CH:5][C:6]=1[F:8], predict the reactants needed to synthesize it.